Dataset: Catalyst prediction with 721,799 reactions and 888 catalyst types from USPTO. Task: Predict which catalyst facilitates the given reaction. (1) Reactant: [C:1]([C:4]1[CH:9]=[CH:8][C:7]([NH:10][C:11](=[O:13])[CH3:12])=[C:6]([Br:14])[CH:5]=1)(=[O:3])[CH3:2].[H-].[Na+].Br[CH2:18][C:19]([CH3:21])=[CH2:20]. Product: [C:1]([C:4]1[CH:9]=[CH:8][C:7]([N:10]([CH2:20][C:19]([CH3:21])=[CH2:18])[C:11](=[O:13])[CH3:12])=[C:6]([Br:14])[CH:5]=1)(=[O:3])[CH3:2]. The catalyst class is: 3. (2) Reactant: F[C:2]1[CH:7]=[C:6]([C:8]2[CH:37]=[CH:36][C:11]3[N:12]([C:15]4[S:19][C:18]([C:20]([NH2:22])=[O:21])=[C:17]([O:23][C@@H:24]([C:26]5[CH:31]=[CH:30][CH:29]=[CH:28][C:27]=5[C:32]([F:35])([F:34])[F:33])[CH3:25])[CH:16]=4)[CH:13]=[N:14][C:10]=3[CH:9]=2)[CH:5]=[CH:4][N:3]=1.[NH2:38][CH:39]1[CH2:44][CH2:43][N:42]([CH3:45])[CH2:41][CH2:40]1.C(O)C. Product: [CH3:45][N:42]1[CH2:43][CH2:44][CH:39]([NH:38][C:2]2[CH:7]=[C:6]([C:8]3[CH:37]=[CH:36][C:11]4[N:12]([C:15]5[S:19][C:18]([C:20]([NH2:22])=[O:21])=[C:17]([O:23][C@@H:24]([C:26]6[CH:31]=[CH:30][CH:29]=[CH:28][C:27]=6[C:32]([F:35])([F:34])[F:33])[CH3:25])[CH:16]=5)[CH:13]=[N:14][C:10]=4[CH:9]=3)[CH:5]=[CH:4][N:3]=2)[CH2:40][CH2:41]1. The catalyst class is: 2. (3) Reactant: [O:1]=[S:2]1(=[O:30])[C:8]2[CH:9]=[CH:10][CH:11]=[CH:12][C:7]=2[CH2:6][N:5]([C:13]2[CH:22]=[C:21]([NH:23][CH:24]3[CH2:28][CH2:27][NH:26][CH2:25]3)[C:20]3[C:15](=[CH:16][CH:17]=[C:18]([CH3:29])[CH:19]=3)[N:14]=2)[CH2:4][CH2:3]1.[O:31]1[CH2:34][C:33](=O)[CH2:32]1.C(O)(=O)C.C(O[BH-](OC(=O)C)OC(=O)C)(=O)C.[Na+]. Product: [O:30]=[S:2]1(=[O:1])[C:8]2[CH:9]=[CH:10][CH:11]=[CH:12][C:7]=2[CH2:6][N:5]([C:13]2[CH:22]=[C:21]([NH:23][CH:24]3[CH2:28][CH2:27][N:26]([CH:33]4[CH2:34][O:31][CH2:32]4)[CH2:25]3)[C:20]3[C:15](=[CH:16][CH:17]=[C:18]([CH3:29])[CH:19]=3)[N:14]=2)[CH2:4][CH2:3]1. The catalyst class is: 7. (4) Reactant: [C:1]([Cl:4])(Cl)=[O:2].[CH3:5][C:6]1([CH3:18])[CH2:11][CH:10]([N:12]2[CH2:16][CH2:15][NH:14][C:13]2=[O:17])[CH2:9][CH2:8][O:7]1.N1C=CC=CC=1. Product: [CH3:5][C:6]1([CH3:18])[CH2:11][CH:10]([N:12]2[CH2:16][CH2:15][N:14]([C:1]([Cl:4])=[O:2])[C:13]2=[O:17])[CH2:9][CH2:8][O:7]1. The catalyst class is: 2.